Dataset: Full USPTO retrosynthesis dataset with 1.9M reactions from patents (1976-2016). Task: Predict the reactants needed to synthesize the given product. (1) Given the product [C:1]([O:5][C:6](=[O:21])[NH:7][C@@H:8]([CH2:9][C:10]1[CH:15]=[CH:14][C:13]([F:16])=[C:12]([F:17])[CH:11]=1)[C@H:18]([OH:19])[CH2:20][NH:37][CH2:36][C:35]1[CH:38]=[CH:39][CH:40]=[C:33]([O:32][CH3:31])[CH:34]=1)([CH3:4])([CH3:3])[CH3:2], predict the reactants needed to synthesize it. The reactants are: [C:1]([O:5][C:6](=[O:21])[NH:7][C@@H:8]([C@H:18]1[CH2:20][O:19]1)[CH2:9][C:10]1[CH:15]=[CH:14][C:13]([F:16])=[C:12]([F:17])[CH:11]=1)([CH3:4])([CH3:3])[CH3:2].[O-]S(C(F)(F)F)(=O)=O.[Li+].[CH3:31][O:32][C:33]1[CH:34]=[C:35]([CH:38]=[CH:39][CH:40]=1)[CH2:36][NH2:37].[Cl-].[NH4+]. (2) Given the product [Cl:2][C:3]1[CH:8]=[CH:7][CH:6]=[CH:5][C:4]=1[N:9]=[CH:10][C:11]1([OH:16])[CH2:15][CH2:14][CH2:13][CH2:12]1.[ClH:1].[Cl:2][C:3]1[CH:8]=[CH:7][CH:6]=[CH:5][C:4]=1[N:9]=[CH:10][C:11]1([OH:16])[CH2:15][CH2:14][CH2:13][CH2:12]1, predict the reactants needed to synthesize it. The reactants are: [ClH:1].[Cl:2][C:3]1[CH:8]=[CH:7][CH:6]=[CH:5][C:4]=1[N:9]=[CH:10][C:11]1([OH:16])[CH2:15][CH2:14][CH2:13][CH2:12]1.Cl. (3) Given the product [C:9]1([C:2]2[CH:3]=[CH:4][C:5]([NH2:8])=[N:6][CH:7]=2)[CH:14]=[CH:13][CH:12]=[CH:11][CH:10]=1, predict the reactants needed to synthesize it. The reactants are: Br[C:2]1[CH:3]=[CH:4][C:5]([NH2:8])=[N:6][CH:7]=1.[C:9]1(B(O)O)[CH:14]=[CH:13][CH:12]=[CH:11][CH:10]=1.C([O-])([O-])=O.[Na+].[Na+]. (4) Given the product [CH3:6][O:5][C:3](=[O:4])[CH:2]([C:7]1[CH:12]=[CH:11][CH:10]=[CH:9][C:8]=1[Cl:13])[N:14]1[CH:32]=[C:31]([CH2:30][N:28]2[C:27](=[O:33])[N:26]([CH2:34][C@H:35]([OH:40])[C:36]([F:38])([F:37])[F:39])[C:25]([C:22]3[CH:23]=[CH:24][C:19]([Cl:18])=[CH:20][CH:21]=3)=[N:29]2)[N:16]=[N:15]1, predict the reactants needed to synthesize it. The reactants are: Br[CH:2]([C:7]1[CH:12]=[CH:11][CH:10]=[CH:9][C:8]=1[Cl:13])[C:3]([O:5][CH3:6])=[O:4].[N-:14]=[N+:15]=[N-:16].[Na+].[Cl:18][C:19]1[CH:24]=[CH:23][C:22]([C:25]2[N:26]([CH2:34][C@H:35]([OH:40])[C:36]([F:39])([F:38])[F:37])[C:27](=[O:33])[N:28]([CH2:30][C:31]#[CH:32])[N:29]=2)=[CH:21][CH:20]=1. (5) The reactants are: F[C:2]1[CH:9]=[CH:8][CH:7]=[C:6]([O:10][CH2:11][C:12]2[CH:17]=[CH:16][C:15]([I:18])=[CH:14][CH:13]=2)[C:3]=1[C:4]#[N:5].C(=O)(O)O.[NH2:23][C:24]([NH2:26])=[NH:25]. Given the product [I:18][C:15]1[CH:14]=[CH:13][C:12]([CH2:11][O:10][C:6]2[CH:7]=[CH:8][CH:9]=[C:2]3[C:3]=2[C:4]([NH2:5])=[N:25][C:24]([NH2:26])=[N:23]3)=[CH:17][CH:16]=1, predict the reactants needed to synthesize it. (6) Given the product [F:23][C:24]1[CH:25]=[C:26]([CH:29]=[CH:30][C:31]=1[C:32]([F:33])([F:34])[F:35])[CH2:27][NH:28][C:4]([C:6]1[N:7]=[C:8]([C:15]2[C:16]([F:22])=[CH:17][CH:18]=[CH:19][C:20]=2[F:21])[N:9]([CH3:14])[C:10](=[O:13])[C:11]=1[OH:12])=[O:5], predict the reactants needed to synthesize it. The reactants are: C(O[C:4]([C:6]1[N:7]=[C:8]([C:15]2[C:20]([F:21])=[CH:19][CH:18]=[CH:17][C:16]=2[F:22])[N:9]([CH3:14])[C:10](=[O:13])[C:11]=1[OH:12])=[O:5])C.[F:23][C:24]1[CH:25]=[C:26]([CH:29]=[CH:30][C:31]=1[C:32]([F:35])([F:34])[F:33])[CH2:27][NH2:28]. (7) Given the product [Si:1]([O:8][CH2:9][CH:10]1[O:14][N:13]=[C:12]([C:15]2[CH:20]=[CH:19][C:18]([C:26]3[CH:27]=[CH:28][C:29]([N:32]4[CH2:36][C@H:35]([CH2:37][N:38]5[CH:42]=[CH:41][N:40]=[N:39]5)[O:34][C:33]4=[O:43])=[CH:30][CH:31]=3)=[CH:17][CH:16]=2)[CH2:11]1)([C:4]([CH3:7])([CH3:6])[CH3:5])([CH3:3])[CH3:2], predict the reactants needed to synthesize it. The reactants are: [Si:1]([O:8][CH2:9][CH:10]1[O:14][N:13]=[C:12]([C:15]2[CH:20]=[CH:19][C:18]([Sn](C)(C)C)=[CH:17][CH:16]=2)[CH2:11]1)([C:4]([CH3:7])([CH3:6])[CH3:5])([CH3:3])[CH3:2].I[C:26]1[CH:31]=[CH:30][C:29]([N:32]2[CH2:36][C@H:35]([CH2:37][N:38]3[CH:42]=[CH:41][N:40]=[N:39]3)[O:34][C:33]2=[O:43])=[CH:28][CH:27]=1.O1C=CC=C1P(C1OC=CC=1)C1OC=CC=1.